From a dataset of Forward reaction prediction with 1.9M reactions from USPTO patents (1976-2016). Predict the product of the given reaction. (1) Given the reactants COC1C=CC([C@@H]([N:11]2[C@H:24]3[C@H:15]([CH2:16][CH2:17][C:18]4[C:23]3=[N:22][CH:21]=[CH:20][CH:19]=4)[CH2:14][CH2:13][CH2:12]2)C)=CC=1, predict the reaction product. The product is: [NH:22]1[C@H:23]2[C@H:18]([CH2:17][CH2:16][C:15]3[C:24]2=[N:11][CH:12]=[CH:13][CH:14]=3)[CH2:19][CH2:20][CH2:21]1. (2) Given the reactants C1(P(C2C=CC=CC=2)C2C=CC=CC=2)C=CC=CC=1.BrN1C(=O)CCC1=O.[CH:28]1([CH2:33][C@H:34]([C:38]2[CH:43]=[CH:42][C:41]([Cl:44])=[C:40]([Cl:45])[CH:39]=2)[C:35]([OH:37])=O)[CH2:32][CH2:31][CH2:30][CH2:29]1.[CH3:46][O:47][C:48](=[O:56])[C:49]1[CH:54]=[CH:53][C:52]([NH2:55])=[N:51][CH:50]=1.N1C=CC=CC=1, predict the reaction product. The product is: [CH3:46][O:47][C:48](=[O:56])[C:49]1[CH:54]=[CH:53][C:52]([NH:55][C:35](=[O:37])[C@@H:34]([C:38]2[CH:43]=[CH:42][C:41]([Cl:44])=[C:40]([Cl:45])[CH:39]=2)[CH2:33][CH:28]2[CH2:29][CH2:30][CH2:31][CH2:32]2)=[N:51][CH:50]=1.